Dataset: Catalyst prediction with 721,799 reactions and 888 catalyst types from USPTO. Task: Predict which catalyst facilitates the given reaction. (1) Reactant: [CH3:1][C:2]1[CH:3]=[C:4]([OH:9])[CH:5]=[CH:6][C:7]=1[CH3:8].CC(O)C.C(=O)=O.[Br:17]Br.[O-]S([O-])=O.[Na+].[Na+]. Product: [Br:17][C:5]1[CH:6]=[C:7]([CH3:8])[C:2]([CH3:1])=[CH:3][C:4]=1[OH:9]. The catalyst class is: 2. (2) Reactant: [CH3:1][N:2]([CH3:23])[C:3](=[O:22])[C@@H:4]([NH:11]C(=O)OCC1C=CC=CC=1)[CH2:5][C:6]([N:8]([CH3:10])[CH3:9])=[O:7]. Product: [CH3:23][N:2]([CH3:1])[C:3](=[O:22])[C@H:4]([CH2:5][C:6]([N:8]([CH3:10])[CH3:9])=[O:7])[NH2:11]. The catalyst class is: 178. (3) Reactant: [CH3:1][O:2][C:3]([CH2:12][C:13]1[N:14]=[CH:15][N:16]([C:18]([C:31]2[CH:36]=[CH:35][CH:34]=[CH:33][CH:32]=2)([C:25]2[CH:30]=[CH:29][CH:28]=[CH:27][CH:26]=2)[C:19]2[CH:24]=[CH:23][CH:22]=[CH:21][CH:20]=2)[CH:17]=1)(C(OC)=O)[C:4]([O:6][CH3:7])=[O:5].[Cl-].[Na+].C(OCC)(=O)C. Product: [CH3:1][O:2][CH:3]([CH2:12][C:13]1[N:14]=[CH:15][N:16]([C:18]([C:31]2[CH:36]=[CH:35][CH:34]=[CH:33][CH:32]=2)([C:25]2[CH:26]=[CH:27][CH:28]=[CH:29][CH:30]=2)[C:19]2[CH:24]=[CH:23][CH:22]=[CH:21][CH:20]=2)[CH:17]=1)[C:4]([O:6][CH3:7])=[O:5]. The catalyst class is: 179. (4) Reactant: Cl.Cl.Cl[C:4]1[C:14]2[CH2:13][CH2:12][NH:11][CH2:10][CH2:9][C:8]=2[N:7]=[CH:6][N:5]=1.Cl[CH2:16][C:17]([N:19]1[CH2:24][CH2:23][N:22]([CH:25]2[CH2:28][CH2:27][CH2:26]2)[CH2:21][CH2:20]1)=[O:18].[C:29]([O-])([O-])=[O:30].[K+].[K+].[Na+].[I-]. Product: [CH:25]1([N:22]2[CH2:23][CH2:24][N:19]([C:17](=[O:18])[CH2:16][N:11]3[CH2:12][CH2:13][C:14]4[C:4]([O:30][CH3:29])=[N:5][CH:6]=[N:7][C:8]=4[CH2:9][CH2:10]3)[CH2:20][CH2:21]2)[CH2:28][CH2:27][CH2:26]1. The catalyst class is: 10. (5) Reactant: [O:1]1[CH2:6][CH2:5][CH2:4][CH2:3][CH:2]1[N:7]1[C:11]2[CH:12]=[CH:13][C:14]([C:16](=O)[CH2:17][CH3:18])=[CH:15][C:10]=2[N:9]=[CH:8]1.Cl.[NH2:21][OH:22].CC([O-])=O.[Na+]. The catalyst class is: 5. Product: [O:1]1[CH2:6][CH2:5][CH2:4][CH2:3][CH:2]1[N:7]1[C:11]2[CH:12]=[CH:13][C:14]([C:16](=[N:21][OH:22])[CH2:17][CH3:18])=[CH:15][C:10]=2[N:9]=[CH:8]1. (6) Reactant: [Br:1][C:2]1[CH:7]=[CH:6][C:5]([N:8]2[C:12]([CH:13]3[CH2:15][CH2:14]3)=[C:11]([C:16]([O:18]CC)=[O:17])[CH:10]=[N:9]2)=[CH:4][CH:3]=1.[OH-].[Na+]. Product: [Br:1][C:2]1[CH:3]=[CH:4][C:5]([N:8]2[C:12]([CH:13]3[CH2:14][CH2:15]3)=[C:11]([C:16]([OH:18])=[O:17])[CH:10]=[N:9]2)=[CH:6][CH:7]=1. The catalyst class is: 5. (7) Reactant: F[C:2]1[CH:10]=[C:9]([C:11]([F:14])([F:13])[F:12])[CH:8]=[CH:7][C:3]=1[C:4]([OH:6])=[O:5].[C:15]1([OH:21])[CH:20]=[CH:19][CH:18]=[CH:17][CH:16]=1.C([O-])([O-])=O.[Cs+].[Cs+]. Product: [O:21]([C:2]1[CH:10]=[C:9]([C:11]([F:14])([F:13])[F:12])[CH:8]=[CH:7][C:3]=1[C:4]([OH:6])=[O:5])[C:15]1[CH:20]=[CH:19][CH:18]=[CH:17][CH:16]=1. The catalyst class is: 3.